Dataset: Forward reaction prediction with 1.9M reactions from USPTO patents (1976-2016). Task: Predict the product of the given reaction. (1) Given the reactants Cl[C:2]1[N:7]=[N:6][C:5]([N:8]2[CH2:13][CH2:12][C:11]3([CH2:18][CH2:17][N:16]([CH:19]4[CH2:22][CH2:21][CH2:20]4)[CH2:15][CH2:14]3)[CH2:10][CH2:9]2)=[CH:4][CH:3]=1.[CH3:23][S-:24].[Na+], predict the reaction product. The product is: [CH:19]1([N:16]2[CH2:17][CH2:18][C:11]3([CH2:12][CH2:13][N:8]([C:5]4[N:6]=[N:7][C:2]([S:24][CH3:23])=[CH:3][CH:4]=4)[CH2:9][CH2:10]3)[CH2:14][CH2:15]2)[CH2:22][CH2:21][CH2:20]1. (2) Given the reactants [Br:1][C:2]1[CH:3]=[C:4]2[C:9](=[CH:10][CH:11]=1)[N:8]([C:12](=O)[CH2:13]Cl)[CH2:7][CH2:6][CH2:5]2.C(=O)([O-])[O-].[K+].[K+].[CH3:22][NH:23][CH2:24][CH2:25][OH:26], predict the reaction product. The product is: [Br:1][C:2]1[CH:3]=[C:4]2[C:9](=[CH:10][CH:11]=1)[N:8]([CH2:12][CH2:13][N:23]([CH3:22])[CH2:24][CH2:25][OH:26])[CH2:7][CH2:6][CH2:5]2. (3) Given the reactants [C:1]1([CH3:11])[CH:6]=CC(S(O)(=O)=O)=[CH:3][CH:2]=1.[C:12](=O)(O)[O-].[Na+].[CH3:17][C:18]([CH3:20])=[O:19], predict the reaction product. The product is: [C:2](=[C:1]1[CH2:11][CH2:20][C:18](=[O:19])[CH2:17][CH2:6]1)([CH3:12])[CH3:3]. (4) Given the reactants [CH3:1][C:2]1[CH:7]=[CH:6][C:5]([OH:8])=[CH:4][C:3]=1[N+:9]([O-:11])=[O:10].[C:12]([C:14]1[CH:19]=[CH:18][C:17]([CH2:20][CH2:21]O)=[CH:16][CH:15]=1)#[N:13].CCOC(/N=N/C(OCC)=O)=O.C1(P(C2C=CC=CC=2)C2C=CC=CC=2)C=CC=CC=1, predict the reaction product. The product is: [C:12]([C:14]1[CH:19]=[CH:18][C:17]([CH2:20][CH2:21][O:8][C:5]2[CH:6]=[CH:7][C:2]([CH3:1])=[C:3]([N+:9]([O-:11])=[O:10])[CH:4]=2)=[CH:16][CH:15]=1)#[N:13]. (5) Given the reactants F[C:2]1[CH:9]=[CH:8][C:5]([CH:6]=[O:7])=[C:4]([C:10]([F:13])([F:12])[F:11])[CH:3]=1.[CH3:14][S-:15].[Na+], predict the reaction product. The product is: [CH3:14][S:15][C:2]1[CH:9]=[CH:8][C:5]([CH:6]=[O:7])=[C:4]([C:10]([F:13])([F:12])[F:11])[CH:3]=1. (6) Given the reactants [OH:1][CH:2]1[CH2:7][CH2:6][N:5]([C:8]([O:10][CH:11]([CH3:13])[CH3:12])=[O:9])[CH2:4][CH2:3]1.CC(C)([O-])C.[K+].[Cl:20][C:21]1[C:26]([CH3:27])=[C:25](Cl)[N:24]=[CH:23][N:22]=1, predict the reaction product. The product is: [Cl:20][C:21]1[N:22]=[CH:23][N:24]=[C:25]([O:1][CH:2]2[CH2:3][CH2:4][N:5]([C:8]([O:10][CH:11]([CH3:13])[CH3:12])=[O:9])[CH2:6][CH2:7]2)[C:26]=1[CH3:27].